Dataset: Peptide-MHC class I binding affinity with 185,985 pairs from IEDB/IMGT. Task: Regression. Given a peptide amino acid sequence and an MHC pseudo amino acid sequence, predict their binding affinity value. This is MHC class I binding data. (1) The peptide sequence is SHDVLTVQF. The MHC is HLA-A02:11 with pseudo-sequence HLA-A02:11. The binding affinity (normalized) is 0.0847. (2) The MHC is HLA-A68:02 with pseudo-sequence HLA-A68:02. The peptide sequence is KINEMVDEL. The binding affinity (normalized) is 0.00291. (3) The peptide sequence is EGCPKPHRL. The MHC is HLA-A30:02 with pseudo-sequence HLA-A30:02. The binding affinity (normalized) is 0.129. (4) The peptide sequence is QHSFMANRM. The MHC is HLA-B07:02 with pseudo-sequence HLA-B07:02. The binding affinity (normalized) is 0.0847.